From a dataset of Forward reaction prediction with 1.9M reactions from USPTO patents (1976-2016). Predict the product of the given reaction. (1) Given the reactants FC(F)(F)C1C=C(NC(=O)NC2C=CC(C3SC(CCC(OC)=O)=NC=3)=CC=2)C=CC=1.[NH2:32][C:33]1[CH:38]=[CH:37][C:36]([C:39]2[S:43][C:42]([CH:44]3[CH2:49][CH2:48][CH:47]([C:50]([O:52][CH3:53])=[O:51])[CH2:46][CH2:45]3)=[N:41][CH:40]=2)=[CH:35][CH:34]=1.[Cl:54][C:55]1[CH:60]=[CH:59][C:58]([CH3:61])=[CH:57][C:56]=1[N:62]=[C:63]=[O:64], predict the reaction product. The product is: [Cl:54][C:55]1[CH:60]=[CH:59][C:58]([CH3:61])=[CH:57][C:56]=1[NH:62][C:63](=[O:64])[NH:32][C:33]1[CH:34]=[CH:35][C:36]([C:39]2[S:43][C:42]([CH:44]3[CH2:45][CH2:46][CH:47]([C:50]([O:52][CH3:53])=[O:51])[CH2:48][CH2:49]3)=[N:41][CH:40]=2)=[CH:37][CH:38]=1. (2) Given the reactants [CH3:1][S:2]([C:5]1[CH:10]=[CH:9][C:8]([C:11]2[C:12]3[N:13]([N:17]=[C:18]([NH2:20])[N:19]=3)[CH:14]=[CH:15][CH:16]=2)=[CH:7][CH:6]=1)(=[O:4])=[O:3].Br[C:22]1[CH:23]=[C:24]([CH:28]2[CH2:33][CH2:32][N:31]([CH3:34])[CH2:30][CH2:29]2)[CH:25]=[CH:26][CH:27]=1.Cl.C1(P(C2CCCCC2)C2C=CC=CC=2C2C=CC=CC=2P(C2CCCCC2)C2CCCCC2)CCCCC1, predict the reaction product. The product is: [CH3:1][S:2]([C:5]1[CH:10]=[CH:9][C:8]([C:11]2[C:12]3[N:13]([N:17]=[C:18]([NH:20][C:26]4[CH:27]=[CH:22][CH:23]=[C:24]([CH:28]5[CH2:33][CH2:32][N:31]([CH3:34])[CH2:30][CH2:29]5)[CH:25]=4)[N:19]=3)[CH:14]=[CH:15][CH:16]=2)=[CH:7][CH:6]=1)(=[O:3])=[O:4].